Dataset: Experimentally validated miRNA-target interactions with 360,000+ pairs, plus equal number of negative samples. Task: Binary Classification. Given a miRNA mature sequence and a target amino acid sequence, predict their likelihood of interaction. (1) Result: 0 (no interaction). The miRNA is hsa-miR-504-3p with sequence GGGAGUGCAGGGCAGGGUUUC. The protein sequence of the target gene is MAAVAVAVREDSGSGMKAELPPGPGAVGREMTKEEKLQLRKEKKQQKKKRKEEKGAEPETGSAVSAAQCQVGPTRELPESGIQLGTPREKVPAGRSKAELRAERRAKQEAERALKQARKGEQGGPPPKASPSTAGETPSGVKRLPEYPQVDDLLLRRLVKKPERQQVPTRKDYGSKVSLFSHLPQYSRQNSLTQFMSIPSSVIHPAMVRLGLQYSQGLVSGSNARCIALLRALQQVIQDYTTPPNEELSRDLVNKLKPYMSFLTQCRPLSASMHNAIKFLNKEITSVGSSKREEEAKSEL.... (2) The miRNA is hsa-miR-4773 with sequence CAGAACAGGAGCAUAGAAAGGC. The protein sequence of the target gene is MAAAVGVRGRYELPPCSGPGWLLSLSALLSVAARGAFATTHWVVTEDGKIQQQVDSPMNLKHPHDLVILMRQEATVNYLKELEKQLVAQKIHIEENEDRDTGLEQRHNKEDPDCIKAKVPLGDLDLYDGTYITLESKDISPEDYIDTESPVPPDPEQPDCTKILELPYSIHAFQHLRGVQERVNLSAPLLPKEDPIFTYLSKRLGRSIDDIGHLIHEGLQKNTSSWVLYNMASFYWRIKNEPYQVVECAMRALHFSSRHNKDIALVNLANVLHRAHFSADAAVVVHAALDDSDFFTSYYT.... Result: 0 (no interaction). (3) Result: 0 (no interaction). The miRNA is mmu-miR-374c-5p with sequence AUAAUACAACCUGCUAAGUG. The protein sequence of the target gene is MGWGGGGGCTPRPPIHQQPPERRVVTVVFLGLLLDLLAFTLLLPLLPGLLESHGRAHDPLYGSWQGGVDWFATAIGMPVEKRYNSVLFGGLIGSAFSVLQFLCAPLTGATSDCLGRRPVMLLCLMGVATSYAVWATSRSFAAFLASRLIGGISKGNVSLSTAIVADLGSPLARSQGMAVIGVAFSLGFTLGPMLGASLPLEMAPWFALLFAASDLLFIFCFLPETLPLEKRAPSIALGFRDAADLLSPLALLRFSAVARGQDPPSGDRLSSLRRLGLVYFLYLFLFSGLEYTLSFLTHQR.... (4) The miRNA is dme-miR-1-3p with sequence UGGAAUGUAAAGAAGUAUGGAG. The protein sequence of the target gene is MAFSLEEAAGRIKDCWDNQEVPALSTCSNANIFRRINAILDDSLDFSKVCTTPINRGIHDQLPDFQDSEETVTSRMLFPTSAQESPRGLPDANGLCLGLQSLSLTGWDRPWSTQDSDSSAQSSTQSVLSMLQNPLGNVLGKAPLSFLSLDPLGSDLDKFPAPSVRGSRLDTRPILDSRSSSPSDSDTSGFSSGSDHLSDLISSLRISPPLPFLSMTGNGPRDPLKMGVGSRMDQEQAALAAVAPSPTSAPKRWPGASVWPSWDLLGAPKDPFSIEREARLHRQAAAVNEATCTWSGQLPP.... Result: 0 (no interaction).